From a dataset of Full USPTO retrosynthesis dataset with 1.9M reactions from patents (1976-2016). Predict the reactants needed to synthesize the given product. (1) Given the product [NH2:20][C:18]1[CH:19]=[C:15]([C:13]([NH:12][C:10]2[NH:9][C:8]3[CH:23]=[C:4]4[O:3][C:2]([F:25])([F:1])[O:24][C:5]4=[CH:6][C:7]=3[N:11]=2)=[O:14])[NH:16][CH:17]=1, predict the reactants needed to synthesize it. The reactants are: [F:1][C:2]1([F:25])[O:24][C:5]2=[CH:6][C:7]3[NH:11][C:10]([NH:12][C:13]([C:15]4[NH:16][CH:17]=[C:18]([N+:20]([O-])=O)[CH:19]=4)=[O:14])=[N:9][C:8]=3[CH:23]=[C:4]2[O:3]1. (2) Given the product [CH2:77]([O:76][C:75]1[CH:74]=[CH:46][CH:47]=[CH:48][C:49]=1[C:52]1[CH:56]=[C:55]([CH2:57][N:8]([C:1]([O:3][C:4]([CH3:7])([CH3:6])[CH3:5])=[O:2])[C:9]([NH:10][C:11]([O:13][C:14]([CH3:17])([CH3:16])[CH3:15])=[O:12])=[NH:18])[O:54][N:53]=1)[C:73]1[CH:23]=[CH:24][CH:19]=[CH:20][CH:21]=1.[CH2:38]([O:45][C:46]1[CH:51]=[CH:50][C:49]([C:52]2[CH:56]=[C:55]([CH2:57][N:8]([C:1]([O:3][C:4]([CH3:7])([CH3:6])[CH3:5])=[O:2])[C:9]([NH:10][C:11]([O:13][C:14]([CH3:17])([CH3:16])[CH3:15])=[O:12])=[NH:18])[O:54][N:53]=2)=[CH:48][CH:47]=1)[C:39]1[CH:40]=[CH:41][CH:42]=[CH:43][CH:44]=1, predict the reactants needed to synthesize it. The reactants are: [C:1]([NH:8][C:9](=[NH:18])[NH:10][C:11]([O:13][C:14]([CH3:17])([CH3:16])[CH3:15])=[O:12])([O:3][C:4]([CH3:7])([CH3:6])[CH3:5])=[O:2].[C:19]1(P([C:19]2[CH:24]=[CH:23]C=[CH:21][CH:20]=2)[C:19]2[CH:24]=[CH:23]C=[CH:21][CH:20]=2)[CH:24]=[CH:23]C=[CH:21][CH:20]=1.[CH2:38]([O:45][C:46]1[CH:51]=[CH:50][C:49]([C:52]2[CH:56]=[C:55]([CH2:57]O)[O:54][N:53]=2)=[CH:48][CH:47]=1)[C:39]1[CH:44]=[CH:43][CH:42]=[CH:41][CH:40]=1.N(C(OC(C)C)=O)=NC(OC(C)C)=O.[CH2:73]1[CH2:77][O:76][CH2:75][CH2:74]1. (3) Given the product [I:19][C:11]1[CH:10]=[C:9]([C:7]([C:6]2[CH:5]=[CH:4][C:3]([O:2][CH3:1])=[CH:18][CH:17]=2)=[O:8])[CH:14]=[CH:13][C:12]=1[O:15][CH3:16], predict the reactants needed to synthesize it. The reactants are: [CH3:1][O:2][C:3]1[CH:18]=[CH:17][C:6]([C:7]([C:9]2[CH:14]=[CH:13][C:12]([O:15][CH3:16])=[CH:11][CH:10]=2)=[O:8])=[CH:5][CH:4]=1.[I:19]I.O.[N+]([O-])(O)=O.